This data is from Catalyst prediction with 721,799 reactions and 888 catalyst types from USPTO. The task is: Predict which catalyst facilitates the given reaction. Reactant: [Br:1][C:2]1[CH:3]=[C:4]([OH:9])[CH:5]=[CH:6][C:7]=1[F:8].Br[CH2:11][CH:12]([O:16][CH2:17][CH3:18])[O:13][CH2:14][CH3:15].C([O-])([O-])=O.[K+].[K+]. Product: [Br:1][C:2]1[CH:3]=[C:4]([O:9][CH2:11][CH:12]([O:16][CH2:17][CH3:18])[O:13][CH2:14][CH3:15])[CH:5]=[CH:6][C:7]=1[F:8]. The catalyst class is: 18.